This data is from Catalyst prediction with 721,799 reactions and 888 catalyst types from USPTO. The task is: Predict which catalyst facilitates the given reaction. (1) Reactant: [NH2:1][C@@H:2]([CH2:8][CH2:9][CH2:10][CH2:11][CH3:12])[CH:3]([CH3:7])[C:4]([OH:6])=[O:5].CCCCC[C@H](NC([C@@H]([C@@H](N)CCCCC)C)=O)CC(N/C(/C(O)=O)=C/C)=O.[OH-].[Na+].[CH3:55][C:54]([O:53][C:51](O[C:51]([O:53][C:54]([CH3:57])([CH3:56])[CH3:55])=[O:52])=[O:52])([CH3:57])[CH3:56]. Product: [C:51]([C:3]([CH3:7])([C@@H:2]([NH2:1])[CH2:8][CH2:9][CH2:10][CH2:11][CH3:12])[C:4]([OH:6])=[O:5])([O:53][C:54]([CH3:55])([CH3:56])[CH3:57])=[O:52]. The catalyst class is: 127. (2) Reactant: [Br:1][C:2]1[CH:7]=[CH:6][C:5]([CH2:8][CH2:9][OH:10])=[CH:4][CH:3]=1.C(N(CC)CC)C.[Si:18](Cl)([C:21]([CH3:24])([CH3:23])[CH3:22])([CH3:20])[CH3:19]. Product: [Br:1][C:2]1[CH:7]=[CH:6][C:5]([CH2:8][CH2:9][O:10][Si:18]([C:21]([CH3:24])([CH3:23])[CH3:22])([CH3:20])[CH3:19])=[CH:4][CH:3]=1. The catalyst class is: 154. (3) Reactant: [OH:1][C@@H:2]1[CH2:25][CH2:24][C@@:23]2([CH3:26])[C@H:4](/[C:5](=[CH:29]\[CH3:30])/[C:6](=[O:28])[C@@H:7]3[C@@H:22]2[CH2:21][CH2:20][C@@:19]2([CH3:27])[C@H:8]3[CH2:9][CH2:10][C@@H:11]2[C@H:12]([CH3:18])[CH2:13][CH2:14][C:15]([OH:17])=[O:16])[CH2:3]1.[OH-].[Na+]. Product: [OH:1][C@@H:2]1[CH2:25][CH2:24][C@@:23]2([CH3:26])[C@H:4]([C@@H:5]([CH2:29][CH3:30])[C:6](=[O:28])[C@@H:7]3[C@@H:22]2[CH2:21][CH2:20][C@@:19]2([CH3:27])[C@H:8]3[CH2:9][CH2:10][C@@H:11]2[C@H:12]([CH3:18])[CH2:13][CH2:14][C:15]([OH:17])=[O:16])[CH2:3]1. The catalyst class is: 386. (4) Reactant: [CH3:1][C:2]1[CH:30]=[CH:29][C:5]([CH2:6][N:7]2[CH:11]=[C:10]([CH2:12][CH2:13][O:14]S(C3C=CC(C)=CC=3)(=O)=O)[N:9]([CH2:25][CH2:26][CH3:27])[C:8]2=[O:28])=[CH:4][CH:3]=1.[CH2:31]([O:33][C:34](=[O:46])[C:35]([O:38][C:39]1[CH:44]=[CH:43][C:42](O)=[CH:41][CH:40]=1)([CH3:37])[CH3:36])[CH3:32].N#N. Product: [CH2:31]([O:33][C:34](=[O:46])[C:35]([CH3:37])([O:38][C:39]1[CH:44]=[CH:43][C:42]([O:14][CH2:13][CH2:12][C:10]2[N:9]([CH2:25][CH2:26][CH3:27])[C:8](=[O:28])[N:7]([CH2:6][C:5]3[CH:4]=[CH:3][C:2]([CH3:1])=[CH:30][CH:29]=3)[CH:11]=2)=[CH:41][CH:40]=1)[CH3:36])[CH3:32]. The catalyst class is: 3. (5) Reactant: [CH2:1]([S:3]([N:6]1[C:18]2[CH2:17][CH2:16][CH:15]([CH:19]3[CH2:24][CH2:23][O:22][CH2:21][CH2:20]3)[CH2:14][C:13]=2[C:12]2[C:7]1=[CH:8][CH:9]=[C:10]([C:25](O)=[O:26])[CH:11]=2)(=[O:5])=[O:4])[CH3:2].[NH:28]1[CH2:33][CH2:32][CH:31]([OH:34])[CH2:30][CH2:29]1.C(N(C(C)C)C(C)C)C.CN(C(ON1N=NC2C=CC=NC1=2)=[N+](C)C)C.F[P-](F)(F)(F)(F)F. Product: [CH2:1]([S:3]([N:6]1[C:18]2[CH2:17][CH2:16][CH:15]([CH:19]3[CH2:24][CH2:23][O:22][CH2:21][CH2:20]3)[CH2:14][C:13]=2[C:12]2[C:7]1=[CH:8][CH:9]=[C:10]([C:25]([N:28]1[CH2:33][CH2:32][CH:31]([OH:34])[CH2:30][CH2:29]1)=[O:26])[CH:11]=2)(=[O:4])=[O:5])[CH3:2]. The catalyst class is: 3. (6) Reactant: [C:1]([Si:5]([CH3:28])([CH3:27])[O:6][CH2:7][CH2:8][C@H:9]([N:13]1[CH2:17][C:16]([O:18][C:19]2[CH:24]=[CH:23][CH:22]=[CH:21][C:20]=2[Cl:25])=[CH:15][C:14]1=[O:26])[C:10](O)=[O:11])([CH3:4])([CH3:3])[CH3:2].[CH3:29][C:30]1([CH3:42])[O:34][C@H:33]([CH2:35][N:36]2[CH:40]=[CH:39][C:38]([NH2:41])=[N:37]2)[CH2:32][O:31]1.C(N(CC)C(C)C)(C)C.F[P-](F)(F)(F)(F)F.N1(O[P+](N(C)C)(N(C)C)N(C)C)C2C=CC=CC=2N=N1. Product: [C:1]([Si:5]([CH3:27])([CH3:28])[O:6][CH2:7][CH2:8][C@H:9]([N:13]1[CH2:17][C:16]([O:18][C:19]2[CH:24]=[CH:23][CH:22]=[CH:21][C:20]=2[Cl:25])=[CH:15][C:14]1=[O:26])[C:10]([NH:41][C:38]1[CH:39]=[CH:40][N:36]([CH2:35][C@@H:33]2[CH2:32][O:31][C:30]([CH3:42])([CH3:29])[O:34]2)[N:37]=1)=[O:11])([CH3:4])([CH3:3])[CH3:2]. The catalyst class is: 42.